From a dataset of Peptide-MHC class II binding affinity with 134,281 pairs from IEDB. Regression. Given a peptide amino acid sequence and an MHC pseudo amino acid sequence, predict their binding affinity value. This is MHC class II binding data. (1) The peptide sequence is EKKYFAATQFCPLAA. The MHC is HLA-DPA10201-DPB10501 with pseudo-sequence HLA-DPA10201-DPB10501. The binding affinity (normalized) is 0.840. (2) The binding affinity (normalized) is 0.337. The peptide sequence is FRSLFGGMSWITQGLLGA. The MHC is DRB5_0101 with pseudo-sequence DRB5_0101. (3) The peptide sequence is GELQIDDKIDAAFKI. The MHC is DRB1_1101 with pseudo-sequence DRB1_1101. The binding affinity (normalized) is 0.383. (4) The peptide sequence is QQFIYAGSLSALLDPSQGMG. The MHC is DRB1_0301 with pseudo-sequence DRB1_0301. The binding affinity (normalized) is 0.169.